This data is from Full USPTO retrosynthesis dataset with 1.9M reactions from patents (1976-2016). The task is: Predict the reactants needed to synthesize the given product. (1) Given the product [ClH:17].[Cl:17][C:18]1[CH:19]=[C:20]([NH:25][C:26]([NH:9][C:6]2[CH:7]=[CH:8][C:3]([O:2][CH3:1])=[C:4]([N:10]3[CH2:11][CH2:12][N:13]([CH3:16])[CH2:14][CH2:15]3)[CH:5]=2)=[O:27])[CH:21]=[CH:22][C:23]=1[CH3:24], predict the reactants needed to synthesize it. The reactants are: [CH3:1][O:2][C:3]1[CH:8]=[CH:7][C:6]([NH2:9])=[CH:5][C:4]=1[N:10]1[CH2:15][CH2:14][N:13]([CH3:16])[CH2:12][CH2:11]1.[Cl:17][C:18]1[CH:19]=[C:20]([N:25]=[C:26]=[O:27])[CH:21]=[CH:22][C:23]=1[CH3:24]. (2) Given the product [C:17]1([CH2:23][CH2:24][NH:25][C:2]2[CH:3]=[CH:4][C:5]3[N:6]([C:8]([C:11]4[CH:16]=[CH:15][N:14]=[CH:13][CH:12]=4)=[CH:9][N:10]=3)[N:7]=2)[CH:22]=[CH:21][CH:20]=[CH:19][CH:18]=1, predict the reactants needed to synthesize it. The reactants are: Cl[C:2]1[CH:3]=[CH:4][C:5]2[N:6]([C:8]([C:11]3[CH:16]=[CH:15][N:14]=[CH:13][CH:12]=3)=[CH:9][N:10]=2)[N:7]=1.[C:17]1([CH2:23][CH2:24][NH2:25])[CH:22]=[CH:21][CH:20]=[CH:19][CH:18]=1. (3) Given the product [CH2:14]([P:9]([CH2:8][CH2:7][C:1]1[CH:6]=[CH:5][CH:4]=[CH:3][CH:2]=1)(=[O:11])[OH:10])[CH3:15], predict the reactants needed to synthesize it. The reactants are: [C:1]1([CH2:7][CH2:8][P:9]([OH:11])[OH:10])[CH:6]=[CH:5][CH:4]=[CH:3][CH:2]=1.C=C.[CH3:14][C:15](N=NC(C#N)(C)C)(C#N)C. (4) Given the product [C:38]([O:42][C:43](=[O:45])[CH2:44][C:51]1[CH:50]=[CH:49][N:48]=[C:47]([Cl:46])[CH:52]=1)([CH3:41])([CH3:40])[CH3:39], predict the reactants needed to synthesize it. The reactants are: C[Si](C)(C)N[Si](C)(C)C.C1(P(C2CCCCC2)C2C=CC=CC=2C2C=CC=CC=2N(C)C)CCCCC1.[C:38]([O:42][C:43](=[O:45])[CH3:44])([CH3:41])([CH3:40])[CH3:39].[Cl:46][C:47]1[CH:52]=[C:51](Cl)[CH:50]=[CH:49][N:48]=1. (5) Given the product [CH3:16][C:17]1[O:21][C:20]([CH:22]([CH3:26])[CH2:23][CH2:24][NH:15][CH2:14][CH2:13][CH2:12][NH:11][C:2]2[CH:3]=[CH:4][C:5]3[C:10](=[CH:9][CH:8]=[CH:7][CH:6]=3)[N:1]=2)=[CH:19][CH:18]=1, predict the reactants needed to synthesize it. The reactants are: [N:1]1[C:10]2[C:5](=[CH:6][CH:7]=[CH:8][CH:9]=2)[CH:4]=[CH:3][C:2]=1[NH:11][CH2:12][CH2:13][CH2:14][NH2:15].[CH3:16][C:17]1[O:21][C:20]([CH:22]([CH3:26])[CH2:23][CH:24]=O)=[CH:19][CH:18]=1. (6) Given the product [F:1][C:2]1[CH:7]=[CH:6][C:5]([NH:8][C:9]([C:11]2[CH:12]=[CH:13][C:14]([C:15]([OH:17])=[O:16])=[CH:19][CH:20]=2)=[O:10])=[CH:4][CH:3]=1, predict the reactants needed to synthesize it. The reactants are: [F:1][C:2]1[CH:7]=[CH:6][C:5]([NH:8][C:9]([C:11]2[CH:20]=[CH:19][C:14]([C:15]([O:17]C)=[O:16])=[CH:13][CH:12]=2)=[O:10])=[CH:4][CH:3]=1.CO.[Li+].[OH-]. (7) Given the product [CH2:24]([O:23][C:9]1[C:8]2[C:3]3[C:2](=[CH:7][CH:6]=[N:5][CH:4]=3)[N:16]=[C:14]([OH:15])[C:13]=2[CH:12]=[CH:11][N:10]=1)[CH3:25], predict the reactants needed to synthesize it. The reactants are: N[C:2]1[CH:7]=[CH:6][N:5]=[CH:4][C:3]=1[C:8]1[C:9]([O:23][CH2:24][CH3:25])=[N:10][CH:11]=[CH:12][C:13]=1[C:14]([N:16](C(C)C)C(C)C)=[O:15].NC1C=CN=CC=1C1C(OCC)=CC=CC=1C(OC)=O. (8) Given the product [C:9]1([C:18]2[CH:19]=[CH:20][CH:21]=[CH:22][CH:23]=2)[CH:14]=[CH:13][CH:12]=[C:11]([C:2]2[CH:7]=[CH:6][C:5]([Br:8])=[CH:4][N:3]=2)[CH:10]=1, predict the reactants needed to synthesize it. The reactants are: Br[C:2]1[CH:7]=[CH:6][C:5]([Br:8])=[CH:4][N:3]=1.[C:9]1([C:18]2[CH:23]=[CH:22][CH:21]=[CH:20][CH:19]=2)[CH:14]=[CH:13][CH:12]=[C:11](B(O)O)[CH:10]=1.C1(P(C2C=CC=CC=2)C2C=CC=CC=2)C=CC=CC=1.C(=O)([O-])[O-].[Na+].[Na+]. (9) Given the product [Cl:32][C:29]([F:30])([F:31])[C:26]1[N:24]2[N:25]=[C:20]([N:15]3[CH2:16][CH2:17][CH2:18][N:12]([C:3]4[C:2]([Cl:1])=[CH:7][C:6]([C:8]([F:9])([F:10])[F:11])=[CH:5][N:4]=4)[CH2:13][CH2:14]3)[CH:21]=[CH:22][C:23]2=[N:28][N:27]=1, predict the reactants needed to synthesize it. The reactants are: [Cl:1][C:2]1[C:3]([N:12]2[CH2:18][CH2:17][CH2:16][NH:15][CH2:14][CH2:13]2)=[N:4][CH:5]=[C:6]([C:8]([F:11])([F:10])[F:9])[CH:7]=1.Cl[C:20]1[CH:21]=[CH:22][C:23]2[N:24]([C:26]([C:29]([Cl:32])([F:31])[F:30])=[N:27][N:28]=2)[N:25]=1. (10) Given the product [CH3:1][C:2]1[CH:7]=[CH:6][C:5]([C:8](=[CH2:11])[CH:9]([OH:10])[CH3:12])=[CH:4][CH:3]=1, predict the reactants needed to synthesize it. The reactants are: [CH3:1][C:2]1[CH:7]=[CH:6][C:5]([C:8](=[CH2:11])[CH:9]=[O:10])=[CH:4][CH:3]=1.[CH3:12][Li].